The task is: Predict the reaction yield, written as a fraction of the theoretical maximum amount of product (1.0 means a 100% yield; for example, 0.34 means a 34% yield).. This data is from Reaction yield outcomes from USPTO patents with 853,638 reactions. (1) The reactants are C[O:2][C:3](=[O:30])[CH:4]=[CH:5][C:6]1[CH:11]=[CH:10][C:9]([CH2:12][N:13]2[CH:17]=[C:16]([C:18]3[CH:23]=[CH:22][C:21]([CH2:24][N:25]4[CH2:29][CH2:28][CH2:27][CH2:26]4)=[CH:20][CH:19]=3)[N:15]=[N:14]2)=[CH:8][CH:7]=1.O.[OH-].[Na+]. The catalyst is CO.C(Cl)(Cl)Cl. The product is [N:25]1([CH2:24][C:21]2[CH:20]=[CH:19][C:18]([C:16]3[N:15]=[N:14][N:13]([CH2:12][C:9]4[CH:8]=[CH:7][C:6]([CH:5]=[CH:4][C:3]([OH:30])=[O:2])=[CH:11][CH:10]=4)[CH:17]=3)=[CH:23][CH:22]=2)[CH2:29][CH2:28][CH2:27][CH2:26]1. The yield is 1.00. (2) The reactants are [C:1]([C:3]1[C:4]([C:9]2[CH:14]=[CH:13][CH:12]=[CH:11][CH:10]=2)=[N:5][O:6][C:7]=1[CH3:8])#[CH:2].I[C:16]1[CH:21]=[CH:20][CH:19]=[CH:18][C:17]=1[CH2:22][C:23]#[N:24]. No catalyst specified. The product is [CH3:8][C:7]1[O:6][N:5]=[C:4]([C:9]2[CH:14]=[CH:13][CH:12]=[CH:11][CH:10]=2)[C:3]=1[C:1]#[C:2][C:16]1[CH:21]=[CH:20][CH:19]=[CH:18][C:17]=1[CH2:22][C:23]#[N:24]. The yield is 0.870. (3) The reactants are [C:1]([O:5][C:6]([N:8]1[CH2:13][CH2:12][N:11]([C:14]2[CH:22]=[CH:21][CH:20]=[C:19]3[C:15]=2[C:16](I)=[N:17][NH:18]3)[CH2:10][CH2:9]1)=[O:7])([CH3:4])([CH3:3])[CH3:2].[C:24]1([S:30]([O-:32])=[O:31])[CH:29]=[CH:28][CH:27]=[CH:26][CH:25]=1.[Na+]. The catalyst is [Cu]I.CN(C)C=O. The product is [C:1]([O:5][C:6]([N:8]1[CH2:13][CH2:12][N:11]([C:14]2[CH:22]=[CH:21][CH:20]=[C:19]3[C:15]=2[C:16]([S:30]([C:24]2[CH:29]=[CH:28][CH:27]=[CH:26][CH:25]=2)(=[O:32])=[O:31])=[N:17][NH:18]3)[CH2:10][CH2:9]1)=[O:7])([CH3:4])([CH3:3])[CH3:2]. The yield is 0.180. (4) The reactants are [H-].[Al+3].[Li+].[H-].[H-].[H-].CON(C)[C:10]([CH:12]1[CH2:14][CH:13]1[C:15]1[C:16]2[CH:23]=[CH:22][CH:21]=[CH:20][C:17]=2[S:18][CH:19]=1)=[O:11]. The catalyst is O1CCCC1. The product is [S:18]1[CH:19]=[C:15]([C@@H:13]2[CH2:14][C@H:12]2[CH:10]=[O:11])[C:16]2[CH:23]=[CH:22][CH:21]=[CH:20][C:17]1=2. The yield is 0.750. (5) The reactants are Cl[C:2]1[N:3]=[C:4]([NH2:38])[C:5]2[N:6]=[CH:7][N:8]([C:36]=2[N:37]=1)[C@@H:9]1[O:35][C@H:26]([CH2:27][O:28][Si](C(C)C)(C)C)[C@@H:18]([O:19][Si](C(C)C)(C)C)[C@H:10]1[O:11][Si](C(C)C)(C)C.Cl[C:40]1[CH:45]=[CH:44][C:43]([CH2:46][CH2:47][OH:48])=[CH:42][CH:41]=1.[H-].[Na+].CO.C(Cl)[Cl:54]. No catalyst specified. The product is [Cl:54][C:44]1[CH:45]=[CH:40][CH:41]=[CH:42][C:43]=1[CH2:46][CH2:47][O:48][C:2]1[N:3]=[C:4]([NH2:38])[C:5]2[N:6]=[CH:7][N:8]([C:36]=2[N:37]=1)[C@@H:9]1[O:35][C@H:26]([CH2:27][OH:28])[C@@H:18]([OH:19])[C@H:10]1[OH:11]. The yield is 0.208. (6) The reactants are C([O:8][C:9]1[CH:14]=[C:13](F)[C:12]([O:16][CH3:17])=[CH:11][C:10]=1[C:18](=[O:20])[CH3:19])C1C=CC=CC=1.[CH2:21]([N:28]1[CH2:33][CH2:32][NH:31][CH2:30][CH2:29]1)[C:22]1[CH:27]=[CH:26][CH:25]=[CH:24][CH:23]=1.C(=O)([O-])[O-].[K+].[K+]. The catalyst is CN(C=O)C. The product is [CH2:21]([N:28]1[CH2:33][CH2:32][N:31]([C:13]2[C:12]([O:16][CH3:17])=[CH:11][C:10]([C:18](=[O:20])[CH3:19])=[C:9]([OH:8])[CH:14]=2)[CH2:30][CH2:29]1)[C:22]1[CH:23]=[CH:24][CH:25]=[CH:26][CH:27]=1. The yield is 0.730. (7) The reactants are Cl.[N:2]1[N:3]=[CH:4][N:5]2[CH:10]=[CH:9][N:8]=[C:7]([N:11]3[CH2:15][CH2:14][C@H:13]([NH2:16])[CH2:12]3)[C:6]=12.[CH:17]([C:20]1[CH:21]=[N:22][C:23]([C:26](O)=[O:27])=[N:24][CH:25]=1)([CH3:19])[CH3:18].C(N(CC)C(C)C)C.CN(C(ON1N=NC2C=CC=NC1=2)=[N+](C)C)C.F[P-](F)(F)(F)(F)F. The catalyst is CN(C=O)C.C(OCC)(=O)C. The product is [N:2]1[N:3]=[CH:4][N:5]2[CH:10]=[CH:9][N:8]=[C:7]([N:11]3[CH2:15][CH2:14][C@H:13]([NH:16][C:26]([C:23]4[N:22]=[CH:21][C:20]([CH:17]([CH3:19])[CH3:18])=[CH:25][N:24]=4)=[O:27])[CH2:12]3)[C:6]=12. The yield is 0.0500. (8) The reactants are [NH2:1][C:2]1[CH:7]=[CH:6][C:5]([Cl:8])=[CH:4][N:3]=1.N1C=CC=CC=1.[N+:15]([C:18]1[CH:26]=[CH:25][CH:24]=[CH:23][C:19]=1[C:20](Cl)=[O:21])([O-:17])=[O:16]. The catalyst is ClCCl. The product is [Cl:8][C:5]1[CH:6]=[CH:7][C:2]([NH:1][C:20](=[O:21])[C:19]2[CH:23]=[CH:24][CH:25]=[CH:26][C:18]=2[N+:15]([O-:17])=[O:16])=[N:3][CH:4]=1. The yield is 0.790. (9) The reactants are [C:1]([O:7][CH2:8][N:9]1[C:13]2[N:14]=[CH:15][N:16]=[C:17]([C:18]3[CH:19]=[N:20][N:21]([C@@H:23]([CH:27]4[CH2:31][CH2:30][CH2:29][CH2:28]4)[CH2:24][CH:25]=O)[CH:22]=3)[C:12]=2[CH:11]=[CH:10]1)(=[O:6])[C:2]([CH3:5])([CH3:4])[CH3:3].O1CCCC1.[OH-].[NH4+:38].II. The catalyst is O. The product is [C:1]([O:7][CH2:8][N:9]1[C:13]2[N:14]=[CH:15][N:16]=[C:17]([C:18]3[CH:19]=[N:20][N:21]([C@@H:23]([CH:27]4[CH2:31][CH2:30][CH2:29][CH2:28]4)[CH2:24][C:25]#[N:38])[CH:22]=3)[C:12]=2[CH:11]=[CH:10]1)(=[O:6])[C:2]([CH3:4])([CH3:5])[CH3:3]. The yield is 0.868. (10) The reactants are [Cl-].[Al+3].[Cl-].[Cl-].[H-].[Al+3].[Li+].[H-].[H-].[H-].[CH2:11]([C:13]1[CH:28]=[C:27]([C:29]2[CH:34]=[CH:33][CH:32]=[CH:31][CH:30]=2)[C:26]([O:35][CH2:36][C:37]2[CH:42]=[CH:41][CH:40]=[CH:39][CH:38]=2)=[CH:25][C:14]=1[O:15][CH2:16][CH2:17][CH2:18][CH2:19][C:20]([CH3:24])([CH3:23])[C:21]#[N:22])[CH3:12]. The catalyst is CCOCC. The product is [CH2:11]([C:13]1[CH:28]=[C:27]([C:29]2[CH:30]=[CH:31][CH:32]=[CH:33][CH:34]=2)[C:26]([O:35][CH2:36][C:37]2[CH:42]=[CH:41][CH:40]=[CH:39][CH:38]=2)=[CH:25][C:14]=1[O:15][CH2:16][CH2:17][CH2:18][CH2:19][C:20]([CH3:24])([CH3:23])[CH2:21][NH2:22])[CH3:12]. The yield is 1.21.